This data is from NCI-60 drug combinations with 297,098 pairs across 59 cell lines. The task is: Regression. Given two drug SMILES strings and cell line genomic features, predict the synergy score measuring deviation from expected non-interaction effect. (1) Cell line: NCI-H226. Synergy scores: CSS=32.7, Synergy_ZIP=-4.42, Synergy_Bliss=0.930, Synergy_Loewe=-1.27, Synergy_HSA=-1.45. Drug 1: CC12CCC3C(C1CCC2=O)CC(=C)C4=CC(=O)C=CC34C. Drug 2: CC(C)CN1C=NC2=C1C3=CC=CC=C3N=C2N. (2) Drug 1: CS(=O)(=O)C1=CC(=C(C=C1)C(=O)NC2=CC(=C(C=C2)Cl)C3=CC=CC=N3)Cl. Drug 2: C1=NC2=C(N1)C(=S)N=C(N2)N. Cell line: BT-549. Synergy scores: CSS=16.6, Synergy_ZIP=-6.86, Synergy_Bliss=-0.481, Synergy_Loewe=-14.1, Synergy_HSA=-1.30. (3) Drug 1: CN1C(=O)N2C=NC(=C2N=N1)C(=O)N. Drug 2: C#CCC(CC1=CN=C2C(=N1)C(=NC(=N2)N)N)C3=CC=C(C=C3)C(=O)NC(CCC(=O)O)C(=O)O. Cell line: HOP-62. Synergy scores: CSS=16.7, Synergy_ZIP=4.55, Synergy_Bliss=3.40, Synergy_Loewe=-10.5, Synergy_HSA=-1.95. (4) Cell line: SK-MEL-5. Drug 1: C1CCC(C1)C(CC#N)N2C=C(C=N2)C3=C4C=CNC4=NC=N3. Synergy scores: CSS=25.3, Synergy_ZIP=16.5, Synergy_Bliss=11.6, Synergy_Loewe=-14.2, Synergy_HSA=-3.71. Drug 2: COC1=C(C=C2C(=C1)N=CN=C2NC3=CC(=C(C=C3)F)Cl)OCCCN4CCOCC4. (5) Synergy scores: CSS=19.0, Synergy_ZIP=-1.96, Synergy_Bliss=7.74, Synergy_Loewe=2.66, Synergy_HSA=2.91. Drug 2: CC1=C(C(=CC=C1)Cl)NC(=O)C2=CN=C(S2)NC3=CC(=NC(=N3)C)N4CCN(CC4)CCO. Drug 1: C1C(C(OC1N2C=C(C(=O)NC2=O)F)CO)O. Cell line: SN12C. (6) Drug 1: CC1=C2C(C(=O)C3(C(CC4C(C3C(C(C2(C)C)(CC1OC(=O)C(C(C5=CC=CC=C5)NC(=O)OC(C)(C)C)O)O)OC(=O)C6=CC=CC=C6)(CO4)OC(=O)C)OC)C)OC. Drug 2: C1=CN(C(=O)N=C1N)C2C(C(C(O2)CO)O)O.Cl. Cell line: OVCAR-5. Synergy scores: CSS=56.1, Synergy_ZIP=2.69, Synergy_Bliss=0.0783, Synergy_Loewe=2.60, Synergy_HSA=4.43. (7) Drug 1: C1CC(=O)NC(=O)C1N2CC3=C(C2=O)C=CC=C3N. Drug 2: C1=NC2=C(N1)C(=S)N=C(N2)N. Cell line: SK-OV-3. Synergy scores: CSS=39.3, Synergy_ZIP=-5.97, Synergy_Bliss=-2.91, Synergy_Loewe=-18.8, Synergy_HSA=-1.16.